This data is from Full USPTO retrosynthesis dataset with 1.9M reactions from patents (1976-2016). The task is: Predict the reactants needed to synthesize the given product. Given the product [CH3:1][O:2][CH2:3][C@H:4]1[C@@H:6](/[CH:7]=[CH:8]/[C:9](/[CH3:16])=[CH:10]/[C:11]([O:13][CH2:14][CH3:15])=[O:12])[C@:5]1([CH3:31])[C:17]1[CH:26]=[CH:25][C:24]2[C:23]([CH3:28])([CH3:27])[CH2:22][CH2:21][C:20]([CH3:30])([CH3:29])[C:19]=2[CH:18]=1, predict the reactants needed to synthesize it. The reactants are: [CH3:1][O:2][CH2:3][C@@H:4]1[C@H:6](/[CH:7]=[CH:8]/[C:9](/[CH3:16])=[CH:10]/[C:11]([O:13][CH2:14][CH3:15])=[O:12])[C@@:5]1([CH3:31])[C:17]1[CH:26]=[CH:25][C:24]2[C:23]([CH3:28])([CH3:27])[CH2:22][CH2:21][C:20]([CH3:30])([CH3:29])[C:19]=2[CH:18]=1.COC[C@H]1[C@@H](C=O)[C@@]1(C)C1C=CC2C(C)(C)CCC(C)(C)C=2C=1.